From a dataset of Reaction yield outcomes from USPTO patents with 853,638 reactions. Predict the reaction yield, written as a fraction of the theoretical maximum amount of product (1.0 means a 100% yield; for example, 0.34 means a 34% yield). The reactants are [C:1]([O:5][C:6]([NH:8][C@@H:9]([CH:13]1[CH2:18][CH2:17][CH2:16][CH2:15][CH2:14]1)[C:10]([OH:12])=O)=[O:7])([CH3:4])([CH3:3])[CH3:2].CN(C(ON1N=N[C:29]2[CH:30]=[CH:31][CH:32]=[CH:33][C:28]1=2)=[N+](C)C)C.F[P-](F)(F)(F)(F)F.C1C=CC2[N:51](O)[N:50]=[N:49][C:47]=2C=1.[CH:53]([N:56]([CH:59]([CH3:61])[CH3:60])CC)([CH3:55])C.CC([N:65](C)C)=O. The catalyst is C(Cl)Cl. The product is [C:1]([O:5][C:6](=[O:7])[NH:8][CH:9]([CH:13]1[CH2:18][CH2:17][CH2:16][CH2:15][CH2:14]1)[C:10]([N:56]1[CH2:53][CH2:55][CH2:61][C@H:59]1[C:60]1[N:51]=[N:50][N:49]([CH2:47][C:28]2[CH:29]=[CH:30][CH:31]=[CH:32][CH:33]=2)[N:65]=1)=[O:12])([CH3:2])([CH3:3])[CH3:4]. The yield is 0.920.